This data is from Catalyst prediction with 721,799 reactions and 888 catalyst types from USPTO. The task is: Predict which catalyst facilitates the given reaction. (1) Reactant: [CH3:1][C:2]1[C:6]([CH2:7][C:8]([OH:10])=O)=[C:5]([CH3:11])[NH:4][N:3]=1.CCN=C=NCCCN(C)C.Cl.ON1C2C=CC=CC=2N=N1.C(N1CCOCC1)C.[C@@H:42]1([NH2:52])[C:51]2[C:46](=[CH:47][CH:48]=[CH:49][CH:50]=2)[CH2:45][CH2:44][CH2:43]1. Product: [CH3:11][C:5]1[C:6]([CH2:7][C:8]([NH:52][CH:42]2[C:51]3[C:46](=[CH:47][CH:48]=[CH:49][CH:50]=3)[CH2:45][CH2:44][CH2:43]2)=[O:10])=[C:2]([CH3:1])[NH:3][N:4]=1. The catalyst class is: 4. (2) Reactant: [C:1]([CH2:3][C:4]1([N:18]2[CH:22]=[C:21]([C:23]3[C:24]4[CH:31]=[CH:30][N:29]([CH2:32][O:33][CH2:34][CH2:35][Si:36]([CH3:39])([CH3:38])[CH3:37])[C:25]=4[N:26]=[CH:27][N:28]=3)[CH:20]=[N:19]2)[CH2:7][N:6]([C:8]2[CH:17]=[CH:16][C:11]([C:12]([O:14]C)=[O:13])=[CH:10][CH:9]=2)[CH2:5]1)#[N:2].[OH-].[Li+]. Product: [C:1]([CH2:3][C:4]1([N:18]2[CH:22]=[C:21]([C:23]3[C:24]4[CH:31]=[CH:30][N:29]([CH2:32][O:33][CH2:34][CH2:35][Si:36]([CH3:37])([CH3:39])[CH3:38])[C:25]=4[N:26]=[CH:27][N:28]=3)[CH:20]=[N:19]2)[CH2:5][N:6]([C:8]2[CH:9]=[CH:10][C:11]([C:12]([OH:14])=[O:13])=[CH:16][CH:17]=2)[CH2:7]1)#[N:2]. The catalyst class is: 30. (3) Reactant: [NH2:1][CH2:2][C@@H:3]1[CH2:8][CH2:7][CH2:6][N:5]([CH2:9][C:10]2[CH:31]=[CH:30][C:13]([C:14]([NH:16][CH2:17][C:18]3[CH:23]=[C:22]([Cl:24])[CH:21]=[CH:20][C:19]=3[S:25]([CH2:28][CH3:29])(=[O:27])=[O:26])=[O:15])=[CH:12][C:11]=2[C:32]([F:35])([F:34])[F:33])[CH2:4]1. Product: [Cl:24][C:22]1[CH:21]=[CH:20][C:19]([S:25]([CH2:28][CH3:29])(=[O:27])=[O:26])=[C:18]([CH:23]=1)[CH2:17][NH:16][C:14](=[O:15])[C:13]1[CH:30]=[CH:31][C:10]([CH2:9][N:5]2[CH2:6][CH2:7][CH2:8][C@@H:3]([CH2:2][NH:1][S:25]([CH3:19])(=[O:27])=[O:26])[CH2:4]2)=[C:11]([C:32]([F:34])([F:33])[F:35])[CH:12]=1. The catalyst class is: 3. (4) Reactant: [NH2:1][CH2:2][C:3]1[CH:16]=[CH:15][C:6]([O:7][C:8]2[CH:13]=[CH:12][C:11]([OH:14])=[CH:10][CH:9]=2)=[CH:5][CH:4]=1.Br[C:18]1([CH2:27][CH2:28][O:29][CH2:30][CH3:31])[C:23](=[O:24])[NH:22][C:21](=[O:25])[NH:20][C:19]1=[O:26].CCCCC=CCCCC.C1(F)(C2(F)OC(C(F)(F)F)(C(F)(F)F)OC2(F)F)OC(C(F)(F)F)(C(F)(F)F)OC1(F)F. Product: [NH2:1][CH2:2][C:3]1[CH:16]=[CH:15][C:6]([O:7][C:8]2[CH:13]=[CH:12][C:11]([O:14][C:18]3([CH2:27][CH2:28][O:29][CH2:30][CH3:31])[C:19](=[O:26])[NH:20][C:21](=[O:25])[NH:22][C:23]3=[O:24])=[CH:10][CH:9]=2)=[CH:5][CH:4]=1. The catalyst class is: 10. (5) The catalyst class is: 8. Reactant: [Br:1][C:2]1[CH:3]=[C:4]([NH:8][C:9]2[C:18]3[C:13](=[CH:14][N:15]=[C:16](F)[CH:17]=3)[N:12]=[CH:11][C:10]=2[C:20]#[N:21])[CH:5]=[CH:6][CH:7]=1.[CH3:22][NH2:23]. Product: [Br:1][C:2]1[CH:3]=[C:4]([NH:8][C:9]2[C:18]3[C:13](=[CH:14][N:15]=[C:16]([NH:23][CH3:22])[CH:17]=3)[N:12]=[CH:11][C:10]=2[C:20]#[N:21])[CH:5]=[CH:6][CH:7]=1. (6) Reactant: [C:1]1([NH2:8])[C:2]([NH2:7])=[CH:3][CH:4]=[CH:5][CH:6]=1.[C:9](OC(=O)C)(=[O:11])[CH3:10]. Product: [NH2:7][C:2]1[CH:3]=[CH:4][CH:5]=[CH:6][C:1]=1[NH:8][C:9](=[O:11])[CH3:10]. The catalyst class is: 4. (7) Reactant: [CH2:1]([O:3][C:4]([C:6]1[CH2:7][N:8]([CH2:15][C:16]2C=CC=CC=2)[CH2:9][C:10]([F:14])([F:13])[C:11]=1[OH:12])=[O:5])[CH3:2].C(=O)C. Product: [CH2:1]([O:3][C:4]([C:6]1[CH2:7][N:8]([CH2:15][CH3:16])[CH2:9][C:10]([F:13])([F:14])[C:11]=1[OH:12])=[O:5])[CH3:2]. The catalyst class is: 78. (8) Reactant: [N+:1]([CH:4]([C:10]1[CH:19]=[CH:18][C:17]2[C:12](=[CH:13][CH:14]=[CH:15][C:16]=2[CH2:20][CH:21]=[CH2:22])[N:11]=1)[C:5]([O:7][CH2:8][CH3:9])=[O:6])([O-])=O.[C:23](O)(=O)C. Product: [CH2:20]([C:16]1[CH:15]=[CH:14][CH:13]=[C:12]2[C:17]=1[CH:18]=[CH:19][C:10]1[N:11]2[CH:23]=[N:1][C:4]=1[C:5]([O:7][CH2:8][CH3:9])=[O:6])[CH:21]=[CH2:22]. The catalyst class is: 401.